From a dataset of Catalyst prediction with 721,799 reactions and 888 catalyst types from USPTO. Predict which catalyst facilitates the given reaction. Reactant: Cl.[NH:2]1[CH:6]=[CH:5][N:4]=[C:3]1[C:7]1[CH:14]=[CH:13][CH:12]=[CH:11][C:8]=1[C:9]#[N:10].[OH-].[Na+]. Product: [NH:2]1[CH:6]=[CH:5][N:4]=[C:3]1[C:7]1[CH:14]=[CH:13][CH:12]=[CH:11][C:8]=1[C:9]#[N:10]. The catalyst class is: 6.